Dataset: Peptide-MHC class I binding affinity with 185,985 pairs from IEDB/IMGT. Task: Regression. Given a peptide amino acid sequence and an MHC pseudo amino acid sequence, predict their binding affinity value. This is MHC class I binding data. (1) The peptide sequence is FTIDFKLKY. The MHC is HLA-A01:01 with pseudo-sequence HLA-A01:01. The binding affinity (normalized) is 0.727. (2) The peptide sequence is VGYVDDTQF. The MHC is HLA-B58:01 with pseudo-sequence HLA-B58:01. The binding affinity (normalized) is 0.506. (3) The peptide sequence is KTKDYVNGL. The MHC is HLA-A01:01 with pseudo-sequence HLA-A01:01. The binding affinity (normalized) is 0.0271.